From a dataset of Catalyst prediction with 721,799 reactions and 888 catalyst types from USPTO. Predict which catalyst facilitates the given reaction. Product: [CH3:1][C:2]1[CH:14]=[CH:13][C:12]([NH2:15])=[CH:11][C:3]=1[O:4][C:5]1[CH:6]=[N:7][CH:8]=[CH:9][CH:10]=1. Reactant: [CH3:1][C:2]1[CH:14]=[CH:13][C:12]([N+:15]([O-])=O)=[CH:11][C:3]=1[O:4][C:5]1[CH:6]=[N:7][CH:8]=[CH:9][CH:10]=1.C(O)=O. The catalyst class is: 19.